Dataset: Full USPTO retrosynthesis dataset with 1.9M reactions from patents (1976-2016). Task: Predict the reactants needed to synthesize the given product. (1) Given the product [CH2:1]([O:8][C:9]1[CH:39]=[CH:38][C:12]([NH:13][C:14]2[C:23]3[C:18](=[CH:19][C:20]([O:33][CH2:34][CH3:35])=[C:21]([NH:24][C:25](=[O:32])[CH2:26][CH:27]([N:49]([CH3:50])[CH3:48])[CH2:28][CH2:29][CH2:30][N:44]([CH3:47])[CH3:45])[CH:22]=3)[N:17]=[CH:16][C:15]=2[C:36]#[N:37])=[CH:11][C:10]=1[Cl:40])[C:2]1[CH:7]=[CH:6][CH:5]=[CH:4][CH:3]=1, predict the reactants needed to synthesize it. The reactants are: [CH2:1]([O:8][C:9]1[CH:39]=[CH:38][C:12]([NH:13][C:14]2[C:23]3[C:18](=[CH:19][C:20]([O:33][CH2:34][CH3:35])=[C:21]([NH:24][C:25](=[O:32])[CH:26]=[CH:27][CH2:28][CH2:29][CH2:30]Cl)[CH:22]=3)[N:17]=[CH:16][C:15]=2[C:36]#[N:37])=[CH:11][C:10]=1[Cl:40])[C:2]1[CH:7]=[CH:6][CH:5]=[CH:4][CH:3]=1.[Na+].[I-].C[N:44]([CH3:47])[CH:45]=O.[CH3:48][NH:49][CH3:50]. (2) Given the product [F:20][C:21]1[CH:26]=[CH:25][C:24]([F:27])=[CH:23][C:22]=1[CH2:28][C:29]([N:31]1[C:39]2[C:34](=[CH:35][C:36]([C:2]3[C:10]4[C:9]([NH2:11])=[N:8][CH:7]=[N:6][C:5]=4[N:4]([CH2:12][CH2:13][N:14]4[CH2:19][CH2:18][O:17][CH2:16][CH2:15]4)[CH:3]=3)=[CH:37][CH:38]=2)[CH2:33][CH2:32]1)=[O:30], predict the reactants needed to synthesize it. The reactants are: Br[C:2]1[C:10]2[C:9]([NH2:11])=[N:8][CH:7]=[N:6][C:5]=2[N:4]([CH2:12][CH2:13][N:14]2[CH2:19][CH2:18][O:17][CH2:16][CH2:15]2)[CH:3]=1.[F:20][C:21]1[CH:26]=[CH:25][C:24]([F:27])=[CH:23][C:22]=1[CH2:28][C:29]([N:31]1[C:39]2[C:34](=[CH:35][C:36](B3OC(C)(C)C(C)(C)O3)=[CH:37][CH:38]=2)[CH2:33][CH2:32]1)=[O:30].C([O-])(O)=O.[Na+].N#N. (3) Given the product [O:1]1[CH:5]=[CH:4][CH:3]=[C:2]1[C:6]1[O:7][C:8]([CH3:21])=[C:9]([CH2:11][O:12][C:13]2[CH:20]=[CH:19][C:16]([CH:17]=[O:43])=[CH:15][N:14]=2)[N:10]=1, predict the reactants needed to synthesize it. The reactants are: [O:1]1[CH:5]=[CH:4][CH:3]=[C:2]1[C:6]1[O:7][C:8]([CH3:21])=[C:9]([CH2:11][O:12][C:13]2[CH:20]=[CH:19][C:16]([C:17]#N)=[CH:15][N:14]=2)[N:10]=1.C1(C)C=CC=CC=1.[H-].C([Al+]CC(C)C)C(C)C.[Cl-].[NH4+].C(OCC)(=[O:43])C. (4) Given the product [CH3:25][C:8]1[CH:9]=[C:10]([O:11][CH2:12][C:13]2[N:17]([C:18]3[CH:23]=[CH:22][CH:21]=[CH:20][CH:19]=3)[N:16]=[C:15]([CH3:24])[CH:14]=2)[N:6]([CH2:5][C:4]([OH:26])=[O:3])[N:7]=1, predict the reactants needed to synthesize it. The reactants are: C([O:3][C:4](=[O:26])[CH2:5][N:6]1[C:10]([O:11][CH2:12][C:13]2[N:17]([C:18]3[CH:23]=[CH:22][CH:21]=[CH:20][CH:19]=3)[N:16]=[C:15]([CH3:24])[CH:14]=2)=[CH:9][C:8]([CH3:25])=[N:7]1)C.[OH-].[Li+].